This data is from Forward reaction prediction with 1.9M reactions from USPTO patents (1976-2016). The task is: Predict the product of the given reaction. Given the reactants [Br:1]C1C=CC=CC=1C=CC1N=CC2C(=CC=CC=2)N=1.C1(B(O)O)C=CC=CC=1.[C:29]1(C2C=CC=CC=2)[CH:34]=[CH:33][C:32]([CH:35]=[CH:36][C:37]2[N:46]=C[C:44]3[C:39](=[CH:40][CH:41]=[CH:42][CH:43]=3)[N:38]=2)=[CH:31][CH:30]=1.C(O)(C(F)(F)F)=O.Cl[CH2:61][Cl:62], predict the reaction product. The product is: [Br:1][C:29]1[CH:34]=[CH:33][C:32]([CH:35]=[CH:36][C:37]2[N:46]=[C:61]([Cl:62])[C:44]3[C:39](=[CH:40][CH:41]=[CH:42][CH:43]=3)[N:38]=2)=[CH:31][CH:30]=1.